This data is from Forward reaction prediction with 1.9M reactions from USPTO patents (1976-2016). The task is: Predict the product of the given reaction. Given the reactants C(OC([N:8]1[CH2:13][CH2:12][CH:11]([NH:14][C:15](=[O:24])[CH2:16][C:17]2[CH:22]=[CH:21][C:20]([Cl:23])=[CH:19][CH:18]=2)[CH2:10][CH2:9]1)=O)(C)(C)C.FC(F)(F)C(O)=O, predict the reaction product. The product is: [Cl:23][C:20]1[CH:21]=[CH:22][C:17]([CH2:16][C:15]([NH:14][CH:11]2[CH2:12][CH2:13][NH:8][CH2:9][CH2:10]2)=[O:24])=[CH:18][CH:19]=1.